This data is from Reaction yield outcomes from USPTO patents with 853,638 reactions. The task is: Predict the reaction yield, written as a fraction of the theoretical maximum amount of product (1.0 means a 100% yield; for example, 0.34 means a 34% yield). (1) The reactants are [CH3:1][C:2](=[O:7])[CH2:3][C:4](=[O:6])[CH3:5].[C:8]1([CH2:14][CH2:15][CH2:16]I)[CH:13]=[CH:12][CH:11]=[CH:10][CH:9]=1.C(=O)([O-])[O-].[K+].[K+]. The catalyst is CC(C)=O. The product is [C:8]1([CH2:14][CH2:15][CH2:16][CH:3]([C:2](=[O:7])[CH3:1])[C:4](=[O:6])[CH3:5])[CH:13]=[CH:12][CH:11]=[CH:10][CH:9]=1. The yield is 0.420. (2) The yield is 0.880. The product is [CH3:1][O:2][C:3]([C:5]1[N:6]([CH2:23][C:24]2[CH:29]=[C:28]([O:30][CH3:31])[CH:27]=[C:26]([O:32][CH3:33])[CH:25]=2)[C:7](=[O:22])[C:8]2[C:13]([C:14]=1[C:15]1[CH:16]=[CH:17][CH:18]=[CH:19][CH:20]=1)=[CH:12][CH:11]=[CH:10][CH:9]=2)=[O:4]. The catalyst is CO.[C].[Pd]. The reactants are [CH3:1][O:2][C:3]([C:5]1[N:6]([CH2:23][C:24]2[CH:29]=[C:28]([O:30][CH3:31])[CH:27]=[C:26]([O:32][CH3:33])[CH:25]=2)[C:7](=[O:22])[C:8]2[C:13]([C:14]=1[C:15]1[CH:20]=[CH:19][CH:18]=[CH:17][CH:16]=1)=[CH:12][C:11](Br)=[CH:10][CH:9]=2)=[O:4].[H][H]. (3) The reactants are [CH2:1]([NH2:6])[CH2:2][CH:3]([CH3:5])[CH3:4].ClC1C=CC=CC=1C[N:11]1[C:15]([CH3:16])=[C:14]([CH3:17])[N:13]=[C:12]1[CH2:18]Cl.C(=O)([O-])[O-].[K+].[K+]. The catalyst is C(#N)C. The product is [CH3:16][C:15]1[N:11]=[C:12]([CH2:18][NH:6][CH2:1][CH2:2][CH:3]([CH3:5])[CH3:4])[NH:13][C:14]=1[CH3:17]. The yield is 0.460. (4) The reactants are [F:1][C:2]([F:41])([F:40])[C:3]1[CH:4]=[C:5]([C:13]([CH3:39])([CH3:38])[C:14]([N:16]([C:18]2[CH:19]=[N:20][C:21]([NH:32][CH:33]([CH2:36][OH:37])[CH2:34][OH:35])=[CH:22][C:23]=2[C:24]2[CH:29]=[CH:28][C:27]([F:30])=[CH:26][C:25]=2[CH3:31])[CH3:17])=[O:15])[CH:6]=[C:7]([C:9]([F:12])([F:11])[F:10])[CH:8]=1.[CH2:42]=O.S([O-])([O-])(=O)=O.[Mg+2]. The catalyst is O. The product is [F:11][C:9]([F:12])([F:10])[C:7]1[CH:6]=[C:5]([C:13]([CH3:39])([CH3:38])[C:14]([N:16]([C:18]2[CH:19]=[N:20][C:21]([N:32]3[CH:33]([CH2:36][OH:37])[CH2:34][O:35][CH2:42]3)=[CH:22][C:23]=2[C:24]2[CH:29]=[CH:28][C:27]([F:30])=[CH:26][C:25]=2[CH3:31])[CH3:17])=[O:15])[CH:4]=[C:3]([C:2]([F:1])([F:40])[F:41])[CH:8]=1. The yield is 0.590.